This data is from Reaction yield outcomes from USPTO patents with 853,638 reactions. The task is: Predict the reaction yield, written as a fraction of the theoretical maximum amount of product (1.0 means a 100% yield; for example, 0.34 means a 34% yield). (1) The reactants are [CH3:1][C:2]1[CH:7]=[CH:6][C:5]([S:8]([O:11][CH2:12][CH:13]2[CH2:17][C:16]3[CH:18]=[CH:19][CH:20]=[C:21](Br)[C:15]=3[O:14]2)(=[O:10])=[O:9])=[CH:4][CH:3]=1.[Cl:23][C:24]1[CH:25]=[CH:26][C:27]([CH3:33])=[C:28](B(O)O)[CH:29]=1. No catalyst specified. The product is [CH3:1][C:2]1[CH:7]=[CH:6][C:5]([S:8]([O:11][CH2:12][CH:13]2[CH2:17][C:16]3[CH:18]=[CH:19][CH:20]=[C:21]([C:26]4[CH:25]=[C:24]([Cl:23])[CH:29]=[CH:28][C:27]=4[CH3:33])[C:15]=3[O:14]2)(=[O:10])=[O:9])=[CH:4][CH:3]=1. The yield is 0.810. (2) The reactants are [NH:1]1[CH2:6][CH2:5][CH:4]([C:7]2[CH:12]=[CH:11][C:10]([NH:13][C:14]3[N:19]=[C:18]([CH2:20][CH2:21][C:22]4[C:27]([CH2:28][C:29]([NH2:31])=[O:30])=[CH:26][CH:25]=[CH:24][N:23]=4)[C:17]([C:32]([F:35])([F:34])[F:33])=[CH:16][N:15]=3)=[CH:9][CH:8]=2)[CH2:3][CH2:2]1.Br[CH2:37][CH3:38].C(=O)([O-])[O-].[K+].[K+]. The catalyst is CN(C=O)C. The product is [CH2:37]([N:1]1[CH2:6][CH2:5][CH:4]([C:7]2[CH:12]=[CH:11][C:10]([NH:13][C:14]3[N:19]=[C:18]([CH2:20][CH2:21][C:22]4[C:27]([CH2:28][C:29]([NH2:31])=[O:30])=[CH:26][CH:25]=[CH:24][N:23]=4)[C:17]([C:32]([F:35])([F:33])[F:34])=[CH:16][N:15]=3)=[CH:9][CH:8]=2)[CH2:3][CH2:2]1)[CH3:38]. The yield is 0.280. (3) The reactants are [NH2:1][C:2]([CH3:6])([CH3:5])[CH2:3][OH:4].[CH:7](=O)[C:8]1[CH:13]=[CH:12][CH:11]=[CH:10][CH:9]=1.C([BH3-])#N.[Na+]. The catalyst is C1C=CC=CC=1.CO.C1(C)C=CC(S(O)(=O)=O)=CC=1. The product is [CH2:7]([NH:1][C:2]([CH3:6])([CH3:5])[CH2:3][OH:4])[C:8]1[CH:13]=[CH:12][CH:11]=[CH:10][CH:9]=1. The yield is 0.520. (4) The reactants are [C:1]([O:5][C:6]([N:8]([CH3:32])[CH:9]1[CH2:14][CH2:13][CH:12]([O:15][C:16]2[C:27]3[C:26]4[C@@H:25]([CH2:28][C:29](O)=[O:30])[CH2:24][CH2:23][C:22]=4[S:21][C:20]=3[N:19]=[CH:18][N:17]=2)[CH2:11][CH2:10]1)=[O:7])([CH3:4])([CH3:3])[CH3:2].CN(C(ON1N=NC2C=CC=NC1=2)=[N+](C)C)C.F[P-](F)(F)(F)(F)F.CCN(C(C)C)C(C)C.Cl.[NH2:67][CH2:68][C:69]([NH:71][CH3:72])=[O:70]. The catalyst is CN(C=O)C.O. The product is [CH3:32][N:8]([CH:9]1[CH2:14][CH2:13][CH:12]([O:15][C:16]2[C:27]3[C:26]4[C@@H:25]([CH2:28][C:29](=[O:30])[NH:67][CH2:68][C:69](=[O:70])[NH:71][CH3:72])[CH2:24][CH2:23][C:22]=4[S:21][C:20]=3[N:19]=[CH:18][N:17]=2)[CH2:11][CH2:10]1)[C:6](=[O:7])[O:5][C:1]([CH3:4])([CH3:2])[CH3:3]. The yield is 0.750. (5) The yield is 0.820. The catalyst is CO. The product is [CH3:17][O:18][C:2]1[N:3]=[CH:4][C:5]2[N:10]=[C:9]([NH2:11])[S:8][C:6]=2[N:7]=1. The reactants are Cl[C:2]1[N:3]=[CH:4][C:5]2[N:10]=[C:9]([NH:11]C(=O)OCC)[S:8][C:6]=2[N:7]=1.[CH3:17][O-:18].[Na+].O. (6) The reactants are Cl.[CH2:2]([O:9][C:10]1[CH:19]=[C:18]2[C:13]([C:14]([Cl:20])=[N:15][CH:16]=[N:17]2)=[CH:12][C:11]=1[O:21][CH3:22])[C:3]1[CH:8]=[CH:7][CH:6]=[CH:5][CH:4]=1.[Cl:23][C:24]1[C:30]([OH:31])=[CH:29][C:27]([NH2:28])=[C:26]([F:32])[CH:25]=1. The catalyst is C(O)(C)C. The product is [ClH:20].[CH2:2]([O:9][C:10]1[CH:19]=[C:18]2[C:13]([C:14]([NH:28][C:27]3[CH:29]=[C:30]([OH:31])[C:24]([Cl:23])=[CH:25][C:26]=3[F:32])=[N:15][CH:16]=[N:17]2)=[CH:12][C:11]=1[O:21][CH3:22])[C:3]1[CH:8]=[CH:7][CH:6]=[CH:5][CH:4]=1. The yield is 0.850. (7) The reactants are [OH-].[Na+].[C:3]([C:7]1[CH:8]=[C:9]([C:16]2[N:20]([CH2:21][CH:22]3[CH2:27][CH2:26][CH2:25][CH2:24][CH2:23]3)[C:19]([CH3:28])=[C:18]([C:29]([O:31]CC)=[O:30])[CH:17]=2)[CH:10]=[C:11]([CH:13]2[CH2:15][CH2:14]2)[CH:12]=1)([CH3:6])([CH3:5])[CH3:4].Cl. The catalyst is O.CO. The product is [C:3]([C:7]1[CH:8]=[C:9]([C:16]2[N:20]([CH2:21][CH:22]3[CH2:23][CH2:24][CH2:25][CH2:26][CH2:27]3)[C:19]([CH3:28])=[C:18]([C:29]([OH:31])=[O:30])[CH:17]=2)[CH:10]=[C:11]([CH:13]2[CH2:14][CH2:15]2)[CH:12]=1)([CH3:6])([CH3:4])[CH3:5]. The yield is 0.900.